From a dataset of Forward reaction prediction with 1.9M reactions from USPTO patents (1976-2016). Predict the product of the given reaction. Given the reactants [OH:1][C:2]1[CH:10]=[CH:9][C:5]([C:6](O)=[O:7])=[CH:4][C:3]=1[C:11]([F:14])([F:13])[F:12].S(Cl)([Cl:17])=O, predict the reaction product. The product is: [OH:1][C:2]1[CH:10]=[CH:9][C:5]([C:6]([Cl:17])=[O:7])=[CH:4][C:3]=1[C:11]([F:14])([F:13])[F:12].